Dataset: Full USPTO retrosynthesis dataset with 1.9M reactions from patents (1976-2016). Task: Predict the reactants needed to synthesize the given product. (1) Given the product [Si:1]([O:8][C@@H:9]1[C@@:29]2([CH3:30])[C:13](=[CH:14][CH:15]=[C:16]3[C@@H:28]2[CH2:27][CH2:26][C@@:25]2([CH3:31])[C@H:17]3[CH2:18][CH:19]=[C:20]2[C:21]([O:24]/[CH:41]=[CH:42]/[CH2:43][C:44]([CH2:55][CH3:56])([O:47][Si:48]([CH2:53][CH3:54])([CH2:49][CH3:50])[CH2:51][CH3:52])[CH2:45][CH3:46])([CH3:23])[CH3:22])[CH2:12][C@@H:11]([O:32][Si:33]([C:36]([CH3:39])([CH3:38])[CH3:37])([CH3:34])[CH3:35])[CH2:10]1)([C:4]([CH3:7])([CH3:6])[CH3:5])([CH3:3])[CH3:2], predict the reactants needed to synthesize it. The reactants are: [Si:1]([O:8][C@@H:9]1[C@@:29]2([CH3:30])[C:13](=[CH:14][CH:15]=[C:16]3[C@@H:28]2[CH2:27][CH2:26][C@@:25]2([CH3:31])[C@H:17]3[CH2:18][CH:19]=[C:20]2[C:21]([OH:24])([CH3:23])[CH3:22])[CH2:12][C@@H:11]([O:32][Si:33]([C:36]([CH3:39])([CH3:38])[CH3:37])([CH3:35])[CH3:34])[CH2:10]1)([C:4]([CH3:7])([CH3:6])[CH3:5])([CH3:3])[CH3:2].Br/[CH:41]=[CH:42]/[CH2:43][C:44]([CH2:55][CH3:56])([O:47][Si:48]([CH2:53][CH3:54])([CH2:51][CH3:52])[CH2:49][CH3:50])[CH2:45][CH3:46].[H-].[Na+].C1OCCOCCOCCOCCOC1. (2) Given the product [N:28]1[C:27]2[CH:23]([N:1]3[C:5]4[CH:6]=[CH:7][CH:8]=[CH:9][C:4]=4[N:3]=[C:2]3[NH:10][CH:11]3[CH2:16][CH2:15][N:14]([C:17]([O:19][CH2:20][CH3:21])=[O:18])[CH2:13][CH2:12]3)[CH2:24][CH2:25][C:26]=2[CH:31]=[CH:30][CH:29]=1, predict the reactants needed to synthesize it. The reactants are: [NH:1]1[C:5]2[CH:6]=[CH:7][CH:8]=[CH:9][C:4]=2[N:3]=[C:2]1[NH:10][CH:11]1[CH2:16][CH2:15][N:14]([C:17]([O:19][CH2:20][CH3:21])=[O:18])[CH2:13][CH2:12]1.Cl[CH:23]1[C:27]2=[N:28][CH:29]=[CH:30][CH:31]=[C:26]2[CH2:25][CH2:24]1.C(=O)([O-])[O-].[K+].[K+].O. (3) The reactants are: [NH2:1][C:2]1[S:3][CH:4]=[C:5]2[C:10]=1[C:9](=[O:11])[N:8]([C:12]1[CH:17]=[CH:16][C:15]([Cl:18])=[CH:14][CH:13]=1)[N:7]=[C:6]2[C:19]([NH:21][CH:22]([CH3:24])[CH3:23])=[O:20].NC1SC=C2C=1C(=O)N(C1C=CC(Cl)=CC=1)N=C2C(O)=O.C1(N)CC1. Given the product [NH2:1][C:2]1[S:3][CH:4]=[C:5]2[C:10]=1[C:9](=[O:11])[N:8]([C:12]1[CH:13]=[CH:14][C:15]([Cl:18])=[CH:16][CH:17]=1)[N:7]=[C:6]2[C:19]([NH:21][CH:22]1[CH2:24][CH2:23]1)=[O:20], predict the reactants needed to synthesize it. (4) Given the product [CH3:1][O:2][NH:3][CH:4]1[C:13]2[C:8](=[C:9]([CH3:17])[C:10]([CH3:16])=[C:11]([OH:15])[C:12]=2[CH3:14])[S:7][C:6]2([CH2:20][CH2:19][CH2:18]2)[CH2:5]1, predict the reactants needed to synthesize it. The reactants are: [CH3:1][O:2][N:3]=[C:4]1[C:13]2[C:8](=[C:9]([CH3:17])[C:10]([CH3:16])=[C:11]([OH:15])[C:12]=2[CH3:14])[S:7][C:6]2([CH2:20][CH2:19][CH2:18]2)[CH2:5]1.C1COCC1.[BH3-]C#N.[Na+]. (5) The reactants are: Cl[C:2]1[C:7]([C:8]([NH2:10])=O)=[CH:6][CH:5]=[C:4]([Cl:11])[N:3]=1.ClC1N=[C:17]([O:19]C)C([N+]([O-])=O)=CC=1. Given the product [Cl:11][C:4]1[N:3]=[C:2]([O:19][CH3:17])[C:7]([C:8]#[N:10])=[CH:6][CH:5]=1, predict the reactants needed to synthesize it. (6) Given the product [Br:23][CH2:24]/[CH:25]=[CH:26]/[CH2:27][O:1][C:2]1[C:3](=[O:16])[CH:4]=[C:5]([CH2:8][O:9][CH:10]2[CH2:15][CH2:14][CH2:13][CH2:12][O:11]2)[O:6][CH:7]=1, predict the reactants needed to synthesize it. The reactants are: [OH:1][C:2]1[C:3](=[O:16])[CH:4]=[C:5]([CH2:8][O:9][CH:10]2[CH2:15][CH2:14][CH2:13][CH2:12][O:11]2)[O:6][CH:7]=1.C([O-])([O-])=O.[Cs+].[Cs+].[Br:23][CH2:24][CH:25]=[CH:26][CH2:27]Br.